The task is: Predict which catalyst facilitates the given reaction.. This data is from Catalyst prediction with 721,799 reactions and 888 catalyst types from USPTO. Reactant: [CH3:1][O:2][C:3]1[CH:21]=[CH:20][C:6]([CH2:7][N:8]2[C:12]3=[N:13][CH:14]=[C:15]([C:17]([OH:19])=O)[CH:16]=[C:11]3[CH:10]=[CH:9]2)=[CH:5][CH:4]=1.F[C:23]1[C:28]([NH2:29])=[CH:27][CH:26]=[C:25]([F:30])[N:24]=1.CN(C=O)C.C([O-])([O-])=O.[K+].[K+]. Product: [F:30][C:25]1[N:24]=[C:23]2[O:19][C:17]([C:15]3[CH:16]=[C:11]4[CH:10]=[CH:9][N:8]([CH2:7][C:6]5[CH:5]=[CH:4][C:3]([O:2][CH3:1])=[CH:21][CH:20]=5)[C:12]4=[N:13][CH:14]=3)=[N:29][C:28]2=[CH:27][CH:26]=1. The catalyst class is: 202.